From a dataset of Catalyst prediction with 721,799 reactions and 888 catalyst types from USPTO. Predict which catalyst facilitates the given reaction. (1) Reactant: [CH3:1][O:2][C:3]([C:5]1[N:6]=[N:7][C:8]([Cl:12])=[CH:9][C:10]=1Cl)=[O:4].[CH3:13][O:14][C:15]1[CH:16]=[CH:17][C:18]([NH2:23])=[N:19][C:20]=1[O:21][CH3:22]. Product: [CH3:1][O:2][C:3]([C:5]1[N:6]=[N:7][C:8]([Cl:12])=[CH:9][C:10]=1[NH:23][C:18]1[CH:17]=[CH:16][C:15]([O:14][CH3:13])=[C:20]([O:21][CH3:22])[N:19]=1)=[O:4]. The catalyst class is: 10. (2) Reactant: [C:1]([O:5][C:6](=[O:16])[CH2:7][CH2:8][CH2:9][CH2:10][CH2:11][CH2:12][C:13]([OH:15])=[O:14])([CH3:4])([CH3:3])[CH3:2].[B-](F)(F)(F)F.CN(C(O[N:30]1[C:35](=[O:36])[CH2:34][CH2:33][C:31]1=[O:32])=[N+](C)C)C.CCN(C(C)C)C(C)C. Product: [O:32]=[C:31]1[CH2:33][CH2:34][C:35](=[O:36])[N:30]1[O:14][C:13](=[O:15])[CH2:12][CH2:11][CH2:10][CH2:9][CH2:8][CH2:7][C:6]([O:5][C:1]([CH3:4])([CH3:2])[CH3:3])=[O:16]. The catalyst class is: 1. (3) Reactant: [CH3:1][NH:2][S:3]([C:6]([F:18])([F:17])[C:7]([F:16])([F:15])[C:8]([F:14])([F:13])[C:9]([F:12])([F:11])[F:10])(=[O:5])=[O:4].CS(C)=O.[OH-:23].[K+].Br[CH2:26][CH2:27][CH2:28][CH2:29][CH2:30][CH2:31][CH2:32][CH2:33][CH2:34][CH:35]=[CH2:36]. Product: [CH2:26]=[CH:27][CH2:28][CH2:29][C:30]([OH:4])=[O:23].[CH2:26]([N:2]([CH3:1])[S:3]([C:6]([F:17])([F:18])[C:7]([F:15])([F:16])[C:8]([F:13])([F:14])[C:9]([F:10])([F:12])[F:11])(=[O:5])=[O:4])[CH2:27][CH2:28][CH2:29][CH2:30][CH2:31][CH2:32][CH2:33][CH2:34][CH:35]=[CH2:36]. The catalyst class is: 6. (4) The catalyst class is: 11. Reactant: C(N(CC)CC)C.[NH:8]1[CH2:13][CH2:12][CH2:11][CH2:10][CH2:9]1.[CH:14]1([C:20](Cl)=[O:21])[CH2:19][CH2:18][CH2:17][CH2:16][CH2:15]1. Product: [CH:14]1([C:20]([N:8]2[CH2:13][CH2:12][CH2:11][CH2:10][CH2:9]2)=[O:21])[CH2:19][CH2:18][CH2:17][CH2:16][CH2:15]1.